Binary Classification. Given a T-cell receptor sequence (or CDR3 region) and an epitope sequence, predict whether binding occurs between them. From a dataset of TCR-epitope binding with 47,182 pairs between 192 epitopes and 23,139 TCRs. (1) The epitope is IPRRNVATL. The TCR CDR3 sequence is CASSEQGRYEQYF. Result: 1 (the TCR binds to the epitope). (2) The epitope is RAKFKQLL. Result: 1 (the TCR binds to the epitope). The TCR CDR3 sequence is CASSQGTVNTEAFF. (3) The epitope is SEPVLKGVKL. The TCR CDR3 sequence is CASSSSDSDNEQFF. Result: 0 (the TCR does not bind to the epitope). (4) The epitope is KLNVGDYFV. The TCR CDR3 sequence is CASGWTGVSYEQYF. Result: 1 (the TCR binds to the epitope). (5) The epitope is VLWAHGFEL. The TCR CDR3 sequence is CSVGQGFGNTIYF. Result: 1 (the TCR binds to the epitope). (6) The epitope is LQPFPQPELPYPQPQ. The TCR CDR3 sequence is CASSQVTLPTETQYF. Result: 1 (the TCR binds to the epitope). (7) The epitope is SEETGTLIV. The TCR CDR3 sequence is CASSVALGNQETQYF. Result: 0 (the TCR does not bind to the epitope). (8) The epitope is FLPRVFSAV. The TCR CDR3 sequence is CASSRSGHGGYEQYF. Result: 1 (the TCR binds to the epitope). (9) The epitope is AIMTRCLAV. The TCR CDR3 sequence is CASSQEAGGNIQYF. Result: 0 (the TCR does not bind to the epitope). (10) The epitope is ALSKGVHFV. The TCR CDR3 sequence is CASSVAGGYYNEQFF. Result: 1 (the TCR binds to the epitope).